Dataset: NCI-60 drug combinations with 297,098 pairs across 59 cell lines. Task: Regression. Given two drug SMILES strings and cell line genomic features, predict the synergy score measuring deviation from expected non-interaction effect. Drug 1: C(=O)(N)NO. Drug 2: C(CN)CNCCSP(=O)(O)O. Cell line: RPMI-8226. Synergy scores: CSS=4.43, Synergy_ZIP=-0.595, Synergy_Bliss=0.787, Synergy_Loewe=-3.28, Synergy_HSA=0.401.